The task is: Predict which catalyst facilitates the given reaction.. This data is from Catalyst prediction with 721,799 reactions and 888 catalyst types from USPTO. (1) Reactant: [NH:1]1[C:9]2[C:4](=[CH:5][CH:6]=[CH:7][CH:8]=2)[C:3]([C:10]([O:12][CH3:13])=[O:11])=[CH:2]1.C[Si]([N-][Si](C)(C)C)(C)C.[Na+].[CH3:24][CH:25]([S:27](Cl)(=[O:29])=[O:28])[CH3:26]. Product: [CH:25]([S:27]([N:1]1[C:9]2[C:4](=[CH:5][CH:6]=[CH:7][CH:8]=2)[C:3]([C:10]([O:12][CH3:13])=[O:11])=[CH:2]1)(=[O:29])=[O:28])([CH3:26])[CH3:24]. The catalyst class is: 220. (2) Reactant: [NH2:1][C:2]1[C:3]([C:8]([O:10][CH2:11][CH3:12])=[O:9])=[N:4][CH:5]=[CH:6][CH:7]=1.C1C(=O)N([Br:20])C(=O)C1. Product: [NH2:1][C:2]1[C:3]([C:8]([O:10][CH2:11][CH3:12])=[O:9])=[N:4][C:5]([Br:20])=[CH:6][CH:7]=1. The catalyst class is: 496.